From a dataset of Forward reaction prediction with 1.9M reactions from USPTO patents (1976-2016). Predict the product of the given reaction. (1) Given the reactants Cl[CH2:2][C:3]1[N:7]=[C:6]([C:8]2[CH:13]=[CH:12][C:11]([O:14][CH3:15])=[CH:10][CH:9]=2)[O:5][N:4]=1.C(N(CC)C(C)C)(C)C.Cl.[O:26]1[CH:30]=[CH:29][CH:28]=[C:27]1[CH2:31][NH:32][CH2:33][C:34]1[CH:39]=[CH:38][C:37]([S:40][C:41]([CH3:50])([CH3:49])[C:42]([O:44][C:45]([CH3:48])([CH3:47])[CH3:46])=[O:43])=[CH:36][CH:35]=1, predict the reaction product. The product is: [O:26]1[CH:30]=[CH:29][CH:28]=[C:27]1[CH2:31][N:32]([CH2:33][C:34]1[CH:39]=[CH:38][C:37]([S:40][C:41]([CH3:50])([CH3:49])[C:42]([O:44][C:45]([CH3:48])([CH3:47])[CH3:46])=[O:43])=[CH:36][CH:35]=1)[CH2:2][C:3]1[N:7]=[C:6]([C:8]2[CH:13]=[CH:12][C:11]([O:14][CH3:15])=[CH:10][CH:9]=2)[O:5][N:4]=1. (2) Given the reactants [N:1]([C@H:4]1[C@@H:9]([CH3:10])[CH2:8][N:7]([C:11]2[CH:16]=[CH:15][N:14]=[CH:13][C:12]=2[N:17]([C:25]([O:27][C:28]([CH3:31])([CH3:30])[CH3:29])=[O:26])[C:18]([O:20][C:21]([CH3:24])([CH3:23])[CH3:22])=[O:19])[CH2:6][C@H:5]1[NH:32][C:33]([O:35][C:36]([CH3:39])([CH3:38])[CH3:37])=[O:34])=[N+]=[N-].O.CP(C)C, predict the reaction product. The product is: [NH2:1][C@H:4]1[C@@H:9]([CH3:10])[CH2:8][N:7]([C:11]2[CH:16]=[CH:15][N:14]=[CH:13][C:12]=2[N:17]([C:25]([O:27][C:28]([CH3:30])([CH3:29])[CH3:31])=[O:26])[C:18]([O:20][C:21]([CH3:22])([CH3:23])[CH3:24])=[O:19])[CH2:6][C@H:5]1[NH:32][C:33]([O:35][C:36]([CH3:37])([CH3:39])[CH3:38])=[O:34]. (3) Given the reactants Cl[C:2]1[CH:9]=[CH:8][C:5]([C:6]#[N:7])=[CH:4][C:3]=1[C:10]([F:13])([F:12])[F:11].[CH3:14][C:15]1[NH:16][CH:17]=[CH:18][N:19]=1, predict the reaction product. The product is: [CH3:14][C:15]1[N:16]([C:2]2[CH:9]=[CH:8][C:5]([C:6]#[N:7])=[CH:4][C:3]=2[C:10]([F:13])([F:12])[F:11])[CH:17]=[CH:18][N:19]=1. (4) The product is: [CH:10]1([CH2:9][N:8]2[C:7]3[CH:6]=[CH:5][C:4]([NH:16][S:17]([C:20]4[CH:21]=[CH:22][CH:23]=[CH:24][CH:25]=4)(=[O:19])=[O:18])=[CH:3][C:2]=3[N:1]=[C:26]2[C:27]([CH3:33])([CH3:28])[CH2:31][CH3:32])[CH2:11][CH2:12][CH2:13][CH2:14][CH2:15]1. Given the reactants [NH2:1][C:2]1[CH:3]=[C:4]([NH:16][S:17]([C:20]2[CH:25]=[CH:24][CH:23]=[CH:22][CH:21]=2)(=[O:19])=[O:18])[CH:5]=[CH:6][C:7]=1[NH:8][CH2:9][CH:10]1[CH2:15][CH2:14][CH2:13][CH2:12][CH2:11]1.[CH3:26][C:27]([CH3:33])([CH2:31][CH3:32])[C:28](O)=O.C(N(C(C)C)CC)(C)C.CN(C(ON1N=NC2C=CC=NC1=2)=[N+](C)C)C.F[P-](F)(F)(F)(F)F, predict the reaction product. (5) Given the reactants [Cl:1][C:2]1[NH:6][C:5]2[CH:7]=[CH:8][CH:9]=[C:10]([Cl:11])[C:4]=2[N:3]=1.C1COCC1.CCN(C(C)C)C(C)C.Cl[CH2:27][O:28][CH2:29][CH2:30][O:31][CH3:32], predict the reaction product. The product is: [Cl:1][C:2]1[N:6]([CH2:27][O:28][CH2:29][CH2:30][O:31][CH3:32])[C:5]2[CH:7]=[CH:8][CH:9]=[C:10]([Cl:11])[C:4]=2[N:3]=1.